This data is from CYP3A4 inhibition data for predicting drug metabolism from PubChem BioAssay. The task is: Regression/Classification. Given a drug SMILES string, predict its absorption, distribution, metabolism, or excretion properties. Task type varies by dataset: regression for continuous measurements (e.g., permeability, clearance, half-life) or binary classification for categorical outcomes (e.g., BBB penetration, CYP inhibition). Dataset: cyp3a4_veith. (1) The molecule is C=C1C(=O)C=C2CN(C(=O)c3ccccc3)[C@@](Cc3ccc(OC)cc3)(C(=O)OC)[C@@H]12. The result is 1 (inhibitor). (2) The compound is O=[N+]([O-])c1cc(/C=N/N2CCN(C3c4ccccc4-c4ccccc43)CC2)ccc1Cl. The result is 0 (non-inhibitor). (3) The compound is Cc1noc(COc2ccc(OCc3nc(C)no3)cc2)n1. The result is 0 (non-inhibitor). (4) The molecule is Cc1cc(C(=O)CC#N)c(C)n1CC(F)(F)F. The result is 1 (inhibitor). (5) The molecule is COc1cccc([C@@H]2Oc3ccc(OC)cc3/C(=N/OC[C@@H](O)COCc3ccco3)[C@@H]2O)c1. The result is 1 (inhibitor).